From a dataset of Full USPTO retrosynthesis dataset with 1.9M reactions from patents (1976-2016). Predict the reactants needed to synthesize the given product. Given the product [F:21][C:14]1[C:15]([OH:20])=[CH:16][CH:17]=[C:18]2[C:13]=1[C:12](=[O:22])[N:11]([CH2:10][C@H:7]1[CH2:6][CH2:5][C@H:4]([CH:2]([NH:1][C:28](=[O:30])[CH3:29])[CH3:3])[CH2:9][CH2:8]1)[CH2:19]2, predict the reactants needed to synthesize it. The reactants are: [NH2:1][CH:2]([C@H:4]1[CH2:9][CH2:8][C@H:7]([CH2:10][N:11]2[CH2:19][C:18]3[C:13](=[C:14]([F:21])[C:15]([OH:20])=[CH:16][CH:17]=3)[C:12]2=[O:22])[CH2:6][CH2:5]1)[CH3:3].C([O-])(O)=O.[Na+].[C:28](OC(=O)C)(=[O:30])[CH3:29].